This data is from Full USPTO retrosynthesis dataset with 1.9M reactions from patents (1976-2016). The task is: Predict the reactants needed to synthesize the given product. (1) Given the product [C:38]([C:42]1[N:47]=[C:46]([N:48]2[CH2:49][CH2:50][N:51]([C:31]([NH:21][CH2:20][CH2:19][CH2:18][CH2:17][N:14]3[CH2:15][CH2:16][N:11]([C:9]4[CH:8]=[C:7]([C:22]([F:24])([F:25])[F:23])[N:6]=[C:5]([C:1]([CH3:4])([CH3:2])[CH3:3])[N:10]=4)[CH2:12][CH2:13]3)=[O:32])[CH2:52][CH2:53]2)[CH:45]=[C:44]([C:54]([F:55])([F:56])[F:57])[N:43]=1)([CH3:41])([CH3:39])[CH3:40], predict the reactants needed to synthesize it. The reactants are: [C:1]([C:5]1[N:10]=[C:9]([N:11]2[CH2:16][CH2:15][N:14]([CH2:17][CH2:18][CH2:19][CH2:20][NH2:21])[CH2:13][CH2:12]2)[CH:8]=[C:7]([C:22]([F:25])([F:24])[F:23])[N:6]=1)([CH3:4])([CH3:3])[CH3:2].C1N=CN([C:31](N2C=NC=C2)=[O:32])C=1.[C:38]([C:42]1[N:47]=[C:46]([N:48]2[CH2:53][CH2:52][NH:51][CH2:50][CH2:49]2)[CH:45]=[C:44]([C:54]([F:57])([F:56])[F:55])[N:43]=1)([CH3:41])([CH3:40])[CH3:39]. (2) Given the product [Cl:18][C:13]1[CH:12]=[C:11]([NH:10][C:8]([C:3]2[C:4]([CH3:7])=[N:5][S:6][C:2]=2[NH:1][C:20]2[CH:29]=[N:28][C:27]3[C:22](=[CH:23][CH:24]=[C:25]([C:30]([F:31])([F:32])[F:33])[CH:26]=3)[N:21]=2)=[O:9])[CH:16]=[CH:15][C:14]=1[Cl:17], predict the reactants needed to synthesize it. The reactants are: [NH2:1][C:2]1[S:6][N:5]=[C:4]([CH3:7])[C:3]=1[C:8]([NH:10][C:11]1[CH:16]=[CH:15][C:14]([Cl:17])=[C:13]([Cl:18])[CH:12]=1)=[O:9].Cl[C:20]1[CH:29]=[N:28][C:27]2[C:22](=[CH:23][CH:24]=[C:25]([C:30]([F:33])([F:32])[F:31])[CH:26]=2)[N:21]=1.C(=O)([O-])[O-].[Cs+].[Cs+].CC1(C)C2C(=C(P(C3C=CC=CC=3)C3C=CC=CC=3)C=CC=2)OC2C(P(C3C=CC=CC=3)C3C=CC=CC=3)=CC=CC1=2. (3) Given the product [Cl:24][C:25]1[CH:30]=[C:29]([Cl:31])[CH:28]=[CH:27][C:26]=1[C:2]1[C:10]2[O:9][CH:8]([CH2:11][O:12][S:13]([C:16]3[CH:17]=[CH:18][C:19]([CH3:22])=[CH:20][CH:21]=3)(=[O:14])=[O:15])[O:7][C:6]=2[CH:5]=[C:4]([F:23])[CH:3]=1, predict the reactants needed to synthesize it. The reactants are: Br[C:2]1[C:10]2[O:9][CH:8]([CH2:11][O:12][S:13]([C:16]3[CH:21]=[CH:20][C:19]([CH3:22])=[CH:18][CH:17]=3)(=[O:15])=[O:14])[O:7][C:6]=2[CH:5]=[C:4]([F:23])[CH:3]=1.[Cl:24][C:25]1[CH:30]=[C:29]([Cl:31])[CH:28]=[CH:27][C:26]=1B(O)O.C(=O)([O-])[O-].[K+].[K+]. (4) Given the product [ClH:1].[N:34]1[CH:35]=[CH:36][CH:37]=[C:32]([O:31][CH2:30][CH:18]2[CH2:19][NH:20][CH2:21][CH2:22][N:17]2[C:9]2[O:8][C:16]3[C:11]([N:10]=2)=[N:12][CH:13]=[CH:14][CH:15]=3)[CH:33]=1, predict the reactants needed to synthesize it. The reactants are: [ClH:1].O1CCOCC1.[O:8]1[C:16]2[C:11](=[N:12][CH:13]=[CH:14][CH:15]=2)[N:10]=[C:9]1[N:17]1[CH2:22][CH2:21][N:20](C(OC(C)(C)C)=O)[CH2:19][CH:18]1[CH2:30][O:31][C:32]1[CH:33]=[N:34][CH:35]=[CH:36][CH:37]=1. (5) Given the product [Br:1][C:2]1[CH:3]=[CH:4][C:5]([C@@H:8]2[CH2:10][C@H:9]2[C:21]([OH:22])=[O:18])=[CH:6][CH:7]=1, predict the reactants needed to synthesize it. The reactants are: [Br:1][C:2]1[CH:7]=[CH:6][C:5]([C@@H:8]2[CH2:10][C@H:9]2NS(C(C)C)(=O)=O)=[CH:4][CH:3]=1.[OH-:18].[Na+].C[CH2:21][OH:22].